From a dataset of Full USPTO retrosynthesis dataset with 1.9M reactions from patents (1976-2016). Predict the reactants needed to synthesize the given product. (1) Given the product [C:1]([O:5][C:6](=[O:12])[NH:7][CH:8]([CH3:11])[CH:9]=[N:21][OH:13])([CH3:4])([CH3:3])[CH3:2], predict the reactants needed to synthesize it. The reactants are: [C:1]([O:5][C:6](=[O:12])[NH:7][CH:8]([CH3:11])[CH:9]=O)([CH3:4])([CH3:3])[CH3:2].[OH2:13].C(=O)([O-])[O-].[Na+].[Na+].Cl.[NH2:21]O. (2) Given the product [CH:1]1([C:20]2[CH:21]=[C:22]([O:24][CH3:25])[CH:23]=[C:10]([F:9])[C:11]=2[C:12]2[O:17][CH2:16][C:15]([CH3:19])([CH3:18])[N:14]=2)[CH2:6][CH2:5][CH2:4][CH2:3][CH2:2]1, predict the reactants needed to synthesize it. The reactants are: [CH:1]1([Mg]Cl)[CH2:6][CH2:5][CH2:4][CH2:3][CH2:2]1.[F:9][C:10]1[CH:23]=[C:22]([O:24][CH3:25])[CH:21]=[C:20](F)[C:11]=1[C:12]([NH:14][C:15]([CH3:19])([CH3:18])[CH2:16][OH:17])=O.O.C(OCC)(=O)C. (3) Given the product [Cl:1][C:2]1[C:3]([N:12]([CH2:27][C:28]2[CH:33]=[CH:32][C:31]([F:34])=[C:30]([C:35]([F:38])([F:36])[F:37])[CH:29]=2)[S:13]([C:16]2[CH:25]=[CH:24][C:19]([C:20]([O:22][CH3:23])=[O:21])=[CH:18][CH:17]=2)(=[O:15])=[O:14])=[N:4][CH:5]=[C:6]([C:8]([F:11])([F:9])[F:10])[CH:7]=1, predict the reactants needed to synthesize it. The reactants are: [Cl:1][C:2]1[C:3]([NH:12][S:13]([C:16]2[CH:25]=[CH:24][C:19]([C:20]([O:22][CH3:23])=[O:21])=[CH:18][CH:17]=2)(=[O:15])=[O:14])=[N:4][CH:5]=[C:6]([C:8]([F:11])([F:10])[F:9])[CH:7]=1.Br[CH2:27][C:28]1[CH:33]=[CH:32][C:31]([F:34])=[C:30]([C:35]([F:38])([F:37])[F:36])[CH:29]=1. (4) Given the product [NH2:18][C:19]1[CH:24]=[CH:23][CH:22]=[CH:21][C:20]=1[NH:25][C:15]([C:10]1[C:9]([NH2:8])=[N:14][CH:13]=[CH:12][N:11]=1)=[O:17], predict the reactants needed to synthesize it. The reactants are: C(N(CC)CC)C.[NH2:8][C:9]1[C:10]([C:15]([OH:17])=O)=[N:11][CH:12]=[CH:13][N:14]=1.[NH2:18][C:19]1[CH:24]=[CH:23][CH:22]=[CH:21][C:20]=1[NH2:25].